Dataset: Full USPTO retrosynthesis dataset with 1.9M reactions from patents (1976-2016). Task: Predict the reactants needed to synthesize the given product. (1) Given the product [CH3:34][C:31]1[N:30]=[CH:29][C:28]([N:27]2[C:23]([C:20]3[CH:19]=[CH:18][C:17]([O:6][S:3]([C:2]([F:15])([F:14])[F:1])(=[O:5])=[O:4])=[CH:22][N:21]=3)=[CH:24][C:25]([C:35]([O:37][CH2:38][CH3:39])=[O:36])=[N:26]2)=[CH:33][CH:32]=1, predict the reactants needed to synthesize it. The reactants are: [F:1][C:2]([F:15])([F:14])[S:3]([O:6]S(C(F)(F)F)(=O)=O)(=[O:5])=[O:4].O[C:17]1[CH:18]=[CH:19][C:20]([C:23]2[N:27]([C:28]3[CH:29]=[N:30][C:31]([CH3:34])=[CH:32][CH:33]=3)[N:26]=[C:25]([C:35]([O:37][CH2:38][CH3:39])=[O:36])[CH:24]=2)=[N:21][CH:22]=1.O.C(Cl)(Cl)Cl. (2) Given the product [Cl:21][C:22]1[C:23]([F:35])=[C:24]([CH:28]=[C:29]([C:31]([F:33])([F:34])[F:32])[CH:30]=1)[C:25]([NH:20][C:18]1[O:19][C:15]([C:12]2[CH:11]=[CH:10][C:9]([O:8][C:4]3[CH:3]=[N:2][CH:7]=[CH:6][CH:5]=3)=[CH:14][CH:13]=2)=[N:16][N:17]=1)=[O:26], predict the reactants needed to synthesize it. The reactants are: Br.[N:2]1[CH:7]=[CH:6][CH:5]=[C:4]([O:8][C:9]2[CH:14]=[CH:13][C:12]([C:15]3[O:19][C:18]([NH2:20])=[N:17][N:16]=3)=[CH:11][CH:10]=2)[CH:3]=1.[Cl:21][C:22]1[C:23]([F:35])=[C:24]([CH:28]=[C:29]([C:31]([F:34])([F:33])[F:32])[CH:30]=1)[C:25](Cl)=[O:26]. (3) The reactants are: S(=O)(=O)(O)O.[F:6][C:7]1[CH:12]=[C:11]([O:13][CH3:14])[CH:10]=[CH:9][C:8]=1[C:15](=[O:17])[CH3:16].[N+:18]([O-])([OH:20])=[O:19]. Given the product [F:6][C:7]1[CH:12]=[C:11]([O:13][CH3:14])[C:10]([N+:18]([O-:20])=[O:19])=[CH:9][C:8]=1[C:15](=[O:17])[CH3:16], predict the reactants needed to synthesize it. (4) Given the product [Cl:7][C:8]1[CH:13]=[CH:12][C:11]([C:14]2[C:18]([CH2:19][O:20][C:21]3[C:26]([F:27])=[CH:25][C:24]([CH2:28][CH:29]([CH3:35])[CH2:30][OH:31])=[CH:23][C:22]=3[F:36])=[C:17]([C:37]([F:39])([F:40])[F:38])[S:16][N:15]=2)=[CH:10][CH:9]=1, predict the reactants needed to synthesize it. The reactants are: [H-].[H-].[H-].[H-].[Li+].[Al+3].[Cl:7][C:8]1[CH:13]=[CH:12][C:11]([C:14]2[C:18]([CH2:19][O:20][C:21]3[C:26]([F:27])=[CH:25][C:24]([CH2:28][CH:29]([CH3:35])[C:30](OCC)=[O:31])=[CH:23][C:22]=3[F:36])=[C:17]([C:37]([F:40])([F:39])[F:38])[S:16][N:15]=2)=[CH:10][CH:9]=1. (5) Given the product [Br:1][C:2]1[CH:3]=[CH:4][C:5]([C:9]([CH3:11])=[CH2:10])=[N+:6]([O-:8])[CH:7]=1, predict the reactants needed to synthesize it. The reactants are: [Br:1][C:2]1[CH:3]=[CH:4][C:5]([C:9](O)([CH3:11])[CH3:10])=[N+:6]([O-:8])[CH:7]=1.S(=O)(=O)(O)O.[OH-].[Na+]. (6) Given the product [Cl:9][C:8]1[C:3]2[N:4]([CH:11]=[CH:12][N:2]=2)[CH:5]=[CH:6][N:7]=1, predict the reactants needed to synthesize it. The reactants are: Br.[NH2:2][C:3]1[C:8]([Cl:9])=[N:7][CH:6]=[CH:5][N:4]=1.Br[CH2:11][CH:12](OCC)OCC.C([O-])([O-])=O.[Na+].[Na+]. (7) The reactants are: [NH2:1][C:2]1[CH:3]=[CH:4][C:5]([F:18])=[C:6]([C@:8]2([CH3:17])[C:13]([F:15])([F:14])[CH2:12][O:11][C:10]([NH2:16])=[N:9]2)[CH:7]=1.[Cl:19][C:20]1[C:21]([C:28](O)=[O:29])=[N:22][CH:23]=[C:24]([C:26]#[N:27])[CH:25]=1. Given the product [NH2:16][C:10]1[O:11][CH2:12][C:13]([F:14])([F:15])[C@:8]([C:6]2[CH:7]=[C:2]([NH:1][C:28]([C:21]3[C:20]([Cl:19])=[CH:25][C:24]([C:26]#[N:27])=[CH:23][N:22]=3)=[O:29])[CH:3]=[CH:4][C:5]=2[F:18])([CH3:17])[N:9]=1, predict the reactants needed to synthesize it.